Dataset: Reaction yield outcomes from USPTO patents with 853,638 reactions. Task: Predict the reaction yield, written as a fraction of the theoretical maximum amount of product (1.0 means a 100% yield; for example, 0.34 means a 34% yield). (1) The reactants are [C:1]([Si:5]([CH3:20])([CH3:19])[O:6][CH2:7][CH2:8][O:9][CH2:10][CH2:11][O:12][CH2:13][CH2:14][O:15][CH2:16][CH2:17]O)([CH3:4])([CH3:3])[CH3:2].C(Br)(Br)(Br)[Br:22].N1C=CC=CC=1.C1(P(C2C=CC=CC=2)C2C=CC=CC=2)C=CC=CC=1. The catalyst is ClCCl. The product is [Br:22][CH2:17][CH2:16][O:15][CH2:14][CH2:13][O:12][CH2:11][CH2:10][O:9][CH2:8][CH2:7][O:6][Si:5]([C:1]([CH3:4])([CH3:3])[CH3:2])([CH3:20])[CH3:19]. The yield is 0.796. (2) The reactants are Cl.Cl.CN(C)[C:5](=[O:30])[CH2:6][O:7][CH2:8][CH2:9][N:10]1[CH2:15][CH2:14][N:13]([CH:16]([C:24]2[CH:29]=[CH:28][CH:27]=[CH:26][CH:25]=2)[C:17]2[CH:22]=[CH:21][C:20]([Cl:23])=[CH:19][CH:18]=2)[CH2:12][CH2:11]1.CN(C)C(=O)C[O:36]CCN1CCN(C(C2C=CC=CC=2)C2C=CC([Cl:52])=CC=2)CC1. No catalyst specified. The product is [ClH:23].[ClH:52].[C:24]1([CH:16]([N:13]2[CH2:14][CH2:15][N:10]([CH2:9][CH2:8][O:7][CH2:6][C:5]([OH:30])=[O:36])[CH2:11][CH2:12]2)[C:17]2[CH:18]=[CH:19][C:20]([Cl:23])=[CH:21][CH:22]=2)[CH:29]=[CH:28][CH:27]=[CH:26][CH:25]=1. The yield is 0.821.